From a dataset of Peptide-MHC class II binding affinity with 134,281 pairs from IEDB. Regression. Given a peptide amino acid sequence and an MHC pseudo amino acid sequence, predict their binding affinity value. This is MHC class II binding data. (1) The peptide sequence is QNILLSNAPLGPQFP. The MHC is DRB1_0401 with pseudo-sequence DRB1_0401. The binding affinity (normalized) is 0.352. (2) The peptide sequence is YDKFLANVYTVLTGK. The MHC is DRB1_1302 with pseudo-sequence DRB1_1302. The binding affinity (normalized) is 0.577. (3) The peptide sequence is DLEKYVEDTKIDLWS. The MHC is DRB3_0101 with pseudo-sequence DRB3_0101. The binding affinity (normalized) is 0.509. (4) The peptide sequence is GYKVQTNGPWMQVPL. The MHC is HLA-DQA10501-DQB10302 with pseudo-sequence HLA-DQA10501-DQB10302. The binding affinity (normalized) is 0.361.